Dataset: Experimentally validated miRNA-target interactions with 360,000+ pairs, plus equal number of negative samples. Task: Binary Classification. Given a miRNA mature sequence and a target amino acid sequence, predict their likelihood of interaction. (1) The miRNA is hsa-miR-885-5p with sequence UCCAUUACACUACCCUGCCUCU. The protein sequence of the target gene is MGSTDTDIEELENATYKYLIGEQTEKMWQRLKGILRCLVKQLEKGDVNVVDLKKNIEYAASVLEAVYIDETRRLLDTEDELSDIQTDSVPSEVRDWLASTFTRKMGMMKKKPEEKPKFRSIVHAVQAGIFVERMYRKNYHMVGLTYPAAVIVTLKEVDKWSFDVFALNEASGEHSLKFMIYELFTRYDLINRFKIPVSCLIAFAEALEVGYSKHKNPYHNLVHAADVTQTVHYIMLHTGIMHWLTELEILAMVFAAAIHDYEHTGTTNNFHIQTRSDVAILYNDRSVLENHHVSAAYRLM.... Result: 0 (no interaction). (2) The miRNA is mmu-miR-758-3p with sequence UUUGUGACCUGGUCCACUA. The protein sequence of the target gene is MDLSPRNRPLLDSSSLDSGSLTSLDSSVFCSEGEGEPLALGDCFTVNVGGSRFVLSQQALSCFPHTRLGKLAVVVASYRRLGALAAAPSPLELCDDANPVDNEYFFDRSSQAFRYVLHYYRTGRLHVMEQLCALSFLQEIQYWGIDELSIDSCCRDRYFRRKELSETLDFKKDTDDQESQHESEQDFSKGPCPTVRQKLWDILEKPGSSTAARIFGVISIIFVAVSIVNMALMSAELSWLNLQLLEILEYVCISWFTGEFVLRFLCVKDRCHFLRKVPNIIDLLAILPFYITLLVESLSG.... Result: 1 (interaction).